This data is from Catalyst prediction with 721,799 reactions and 888 catalyst types from USPTO. The task is: Predict which catalyst facilitates the given reaction. (1) Reactant: [C:1]([O:5][C:6]([N:8]1[CH2:13][CH2:12][CH:11]([C:14]([OH:16])=O)[CH2:10][CH2:9]1)=[O:7])([CH3:4])([CH3:3])[CH3:2].C1C=CC2N(O)N=NC=2C=1.[Cl:27][C:28]1[S:32][C:31]([S:33]([NH2:36])(=[O:35])=[O:34])=[CH:30][CH:29]=1.CCN(C(C)C)C(C)C. Product: [Cl:27][C:28]1[S:32][C:31]([S:33]([NH:36][C:14]([CH:11]2[CH2:10][CH2:9][N:8]([C:6]([O:5][C:1]([CH3:2])([CH3:3])[CH3:4])=[O:7])[CH2:13][CH2:12]2)=[O:16])(=[O:35])=[O:34])=[CH:30][CH:29]=1. The catalyst class is: 2. (2) Product: [CH2:29]([S:30][C:2]1[CH:7]=[CH:6][N:5]=[C:4]([C:8]([F:11])([F:10])[F:9])[CH:3]=1)[C:23]1[CH:28]=[CH:27][CH:26]=[CH:25][CH:24]=1. Reactant: Cl[C:2]1[CH:7]=[CH:6][N:5]=[C:4]([C:8]([F:11])([F:10])[F:9])[CH:3]=1.N12CCCN=C1CCCCC2.[C:23]1([CH2:29][SH:30])[CH:28]=[CH:27][CH:26]=[CH:25][CH:24]=1. The catalyst class is: 9. (3) Reactant: [Cl:1][C:2]1[C:6]([N:7]([CH2:13][C:14]#[CH:15])[C:8](=[O:12])[CH2:9][NH:10][CH3:11])=[CH:5][N:4]([C:16]2[CH:17]=[N:18][CH:19]=[CH:20][CH:21]=2)[N:3]=1.[CH3:22][S:23](Cl)(=[O:25])=[O:24].C(N(C(C)C)CC)(C)C.C([O-])(O)=O.[Na+]. Product: [Cl:1][C:2]1[C:6]([N:7]([CH2:13][C:14]#[CH:15])[C:8](=[O:12])[CH2:9][N:10]([CH3:11])[S:23]([CH3:22])(=[O:25])=[O:24])=[CH:5][N:4]([C:16]2[CH:17]=[N:18][CH:19]=[CH:20][CH:21]=2)[N:3]=1. The catalyst class is: 2. (4) Reactant: [CH3:1][C:2]1([CH3:12])[C:11]2[C:6](=[CH:7][CH:8]=[CH:9][CH:10]=2)[NH:5][CH2:4][CH2:3]1.[N+:13]([O-])([O-:15])=[O:14].[K+].C([O-])([O-])=O.[Na+].[Na+]. Product: [CH3:1][C:2]1([CH3:12])[C:11]2[C:6](=[CH:7][C:8]([N+:13]([O-:15])=[O:14])=[CH:9][CH:10]=2)[NH:5][CH2:4][CH2:3]1. The catalyst class is: 82. (5) Product: [CH3:17][S:14]([C:10]1[N:9]=[C:8]([O:7][C:6]2[CH:5]=[C:4]([NH2:1])[C:20]([NH2:21])=[CH:19][CH:18]=2)[CH:13]=[CH:12][N:11]=1)(=[O:15])=[O:16]. Reactant: [N+:1]([C:4]1[CH:5]=[C:6]([CH:18]=[CH:19][C:20]=1[N+:21]([O-])=O)[O:7][C:8]1[CH:13]=[CH:12][N:11]=[C:10]([S:14]([CH3:17])(=[O:16])=[O:15])[N:9]=1)([O-])=O. The catalyst class is: 19. (6) Reactant: [C:1](OCC)(=[O:11])[CH2:2][CH2:3]/[CH:4]=[CH:5]/[CH2:6][CH2:7][CH2:8][CH2:9][CH3:10].[H-].[Al+3].[Li+].[H-].[H-].[H-]. Product: [CH2:1]([OH:11])[CH2:2][CH2:3]/[CH:4]=[CH:5]/[CH2:6][CH2:7][CH2:8][CH2:9][CH3:10]. The catalyst class is: 27. (7) Reactant: [S:1](Cl)(Cl)(=[O:3])=[O:2].[Cl:6][C:7]1[CH:8]=[C:9]([NH:13][C:14]2[N:19]=[C:18]([C:20]3[CH:25]=[CH:24][N:23]=[C:22]([NH:26][CH2:27][CH2:28]O)[CH:21]=3)[CH:17]=[CH:16][N:15]=2)[CH:10]=[CH:11][CH:12]=1.C(N(CC)CC)C. Product: [Cl:6][C:7]1[CH:8]=[C:9]([NH:13][C:14]2[N:19]=[C:18]([C:20]3[CH:25]=[CH:24][N:23]=[C:22]([N:26]4[CH2:27][CH2:28][O:2][S:1]4=[O:3])[CH:21]=3)[CH:17]=[CH:16][N:15]=2)[CH:10]=[CH:11][CH:12]=1. The catalyst class is: 1. (8) Reactant: Cl[C:2]1[C:11]2[CH:10]=[C:9]3[N:12]=[CH:13][N:14]=[C:8]3[CH2:7][C:6]=2[N:5]=[CH:4][C:3]=1[C:15]#[N:16].[Br:17][C:18]1[CH:24]=[C:23]([Cl:25])[CH:22]=[CH:21][C:19]=1[NH2:20].Cl.N1C=CC=CC=1.C(=O)(O)[O-].[Na+]. Product: [Br:17][C:18]1[CH:24]=[C:23]([Cl:25])[CH:22]=[CH:21][C:19]=1[NH:20][C:2]1[C:11]2[CH:10]=[C:9]3[N:12]=[CH:13][N:14]=[C:8]3[CH2:7][C:6]=2[N:5]=[CH:4][C:3]=1[C:15]#[N:16]. The catalyst class is: 486. (9) Reactant: [CH3:1][C:2]1[C:8]([CH3:9])=[CH:7][C:6]([N+:10]([O-:12])=[O:11])=[CH:5][C:3]=1[NH2:4].[N:13]([O-])=O.[Na+]. Product: [N+:10]([C:6]1[CH:5]=[C:3]2[C:2]([CH:1]=[N:13][NH:4]2)=[C:8]([CH3:9])[CH:7]=1)([O-:12])=[O:11]. The catalyst class is: 15.